From a dataset of Reaction yield outcomes from USPTO patents with 853,638 reactions. Predict the reaction yield, written as a fraction of the theoretical maximum amount of product (1.0 means a 100% yield; for example, 0.34 means a 34% yield). (1) The catalyst is CO. The product is [OH:6][CH2:7][CH2:8][CH2:9][S:10]([O-:13])(=[O:12])=[O:11].[C:27]1([S+:20]([C:14]2[CH:15]=[CH:16][CH:17]=[CH:18][CH:19]=2)[C:21]2[CH:26]=[CH:25][CH:24]=[CH:23][CH:22]=2)[CH:28]=[CH:29][CH:30]=[CH:31][CH:32]=1. The yield is 0.520. The reactants are C([O:6][CH2:7][CH2:8][CH2:9][S:10]([O-:13])(=[O:12])=[O:11])(=O)C(C)=C.[C:14]1([S+:20]([C:27]2[CH:32]=[CH:31][CH:30]=[CH:29][CH:28]=2)[C:21]2[CH:26]=[CH:25][CH:24]=[CH:23][CH:22]=2)[CH:19]=[CH:18][CH:17]=[CH:16][CH:15]=1.C[O-].[Na+].Cl.C(C(C)=O)C(C)C. (2) The reactants are [C:1]([O:5][C:6]([N:8]1[CH2:12][CH2:11][C@H:10]([O:13][C:14]2[C:15]3[CH2:23][NH:22][CH2:21][CH2:20][C:16]=3[N:17]=[CH:18][N:19]=2)[CH2:9]1)=[O:7])([CH3:4])([CH3:3])[CH3:2].Br[C:25]1[CH:26]=[N:27][C:28]([O:33][CH3:34])=[C:29]([CH:32]=1)[C:30]#[N:31].C(=O)([O-])[O-].[Cs+].[Cs+].CC(C1C=C(C(C)C)C(C2C=CC=CC=2P(C2CCCCC2)C2CCCCC2)=C(C(C)C)C=1)C. The catalyst is C1C=CC(/C=C/C(/C=C/C2C=CC=CC=2)=O)=CC=1.C1C=CC(/C=C/C(/C=C/C2C=CC=CC=2)=O)=CC=1.C1C=CC(/C=C/C(/C=C/C2C=CC=CC=2)=O)=CC=1.[Pd].[Pd].O1CCOCC1. The product is [C:1]([O:5][C:6]([N:8]1[CH2:12][CH2:11][C@H:10]([O:13][C:14]2[C:15]3[CH2:23][N:22]([C:25]4[CH:26]=[N:27][C:28]([O:33][CH3:34])=[C:29]([C:30]#[N:31])[CH:32]=4)[CH2:21][CH2:20][C:16]=3[N:17]=[CH:18][N:19]=2)[CH2:9]1)=[O:7])([CH3:4])([CH3:2])[CH3:3]. The yield is 0.390.